This data is from Forward reaction prediction with 1.9M reactions from USPTO patents (1976-2016). The task is: Predict the product of the given reaction. (1) Given the reactants Cl.Cl.Cl.[NH2:4][C:5]1[CH:13]=[C:12]2[C:8]([CH2:9][CH2:10][CH2:11]2)=[CH:7][C:6]=1[O:14][CH2:15][C:16]1[N:17]=[CH:18][C:19]([C:22]([O:24][CH2:25][CH3:26])=[O:23])=[N:20][CH:21]=1.[CH3:27][C:28]1[N:29]=[C:30]([S:33](Cl)(=[O:35])=[O:34])[S:31][CH:32]=1.COC(C)(C)C, predict the reaction product. The product is: [CH3:27][C:28]1[N:29]=[C:30]([S:33]([NH:4][C:5]2[CH:13]=[C:12]3[C:8]([CH2:9][CH2:10][CH2:11]3)=[CH:7][C:6]=2[O:14][CH2:15][C:16]2[N:17]=[CH:18][C:19]([C:22]([O:24][CH2:25][CH3:26])=[O:23])=[N:20][CH:21]=2)(=[O:35])=[O:34])[S:31][CH:32]=1. (2) Given the reactants ClC1C=CC2N(C(C[NH:12][C:13]3[C:22]4[C:17](=[CH:18][C:19](OC)=[CH:20][N:21]=4)[N:16]=[CH:15][CH:14]=3)=NN=2)N=1.ClC1C=C(B2OC(C)(C)C(C)(C)O2)C=CC=1C(NC(=O)OC(C)(C)C)C.C(=O)([O-])[O-].[Cs+].[Cs+], predict the reaction product. The product is: [N:16]1[C:17]2[C:22](=[N:21][CH:20]=[CH:19][CH:18]=2)[C:13]([NH2:12])=[CH:14][CH:15]=1. (3) Given the reactants [N+:1]([C:4]1[CH:5]=[CH:6][C:7]([O:10][C:11]2[CH:12]=[C:13]3[C:18](=[CH:19][CH:20]=2)[O:17][CH:16]([C:21]2[CH:26]=[CH:25][CH:24]=[CH:23][CH:22]=2)[CH2:15]C3)=[N:8][CH:9]=1)([O-:3])=[O:2].C1(C2C[S:37]C3C=C(O)C=CC=3O2)C=CC=CC=1, predict the reaction product. The product is: [N+:1]([C:4]1[CH:5]=[CH:6][C:7]([O:10][C:11]2[CH:20]=[CH:19][C:18]3[O:17][CH:16]([C:21]4[CH:26]=[CH:25][CH:24]=[CH:23][CH:22]=4)[CH2:15][S:37][C:13]=3[CH:12]=2)=[N:8][CH:9]=1)([O-:3])=[O:2].